The task is: Predict the reaction yield, written as a fraction of the theoretical maximum amount of product (1.0 means a 100% yield; for example, 0.34 means a 34% yield).. This data is from Reaction yield outcomes from USPTO patents with 853,638 reactions. The reactants are [OH:1][CH2:2][CH2:3][CH2:4][NH:5][C:6]1[CH:11]=[CH:10][CH:9]=[CH:8][N+:7]=1[O-:12].[C:13](O[C:13]([O:15][C:16]([CH3:19])([CH3:18])[CH3:17])=[O:14])([O:15][C:16]([CH3:19])([CH3:18])[CH3:17])=[O:14]. The catalyst is C(O)(C)(C)C. The product is [OH:1][CH2:2][CH2:3][CH2:4][N:5]([C:6]1[CH:11]=[CH:10][CH:9]=[CH:8][N+:7]=1[O-:12])[C:13]([O:15][C:16]([CH3:19])([CH3:18])[CH3:17])=[O:14]. The yield is 0.980.